Dataset: Full USPTO retrosynthesis dataset with 1.9M reactions from patents (1976-2016). Task: Predict the reactants needed to synthesize the given product. Given the product [CH2:20]([N:10]([CH2:17][CH3:18])[C@H:7]([C:4]1[CH:5]=[CH:6][CH:1]=[CH:2][CH:3]=1)[CH2:8][OH:9])[CH3:21], predict the reactants needed to synthesize it. The reactants are: [CH:1]1[CH:6]=[CH:5][C:4]([CH:7]([NH2:10])[CH2:8][OH:9])=[CH:3][CH:2]=1.C([O-])([O-])=O.[Na+].[Na+].[CH2:17](I)[CH3:18].[CH2:20]1COC[CH2:21]1.